Predict the product of the given reaction. From a dataset of Forward reaction prediction with 1.9M reactions from USPTO patents (1976-2016). (1) Given the reactants [Cl:1][C:2]1[CH:7]=[CH:6][CH:5]=[C:4]([F:8])[C:3]=1[NH:9][C:10]1[NH:11][C:12]2[C:18]3[CH2:19][C:20]([CH3:23])([CH3:22])[O:21][C:17]=3[C:16]([C:24]([NH:26][C:27]3[CH:32]=[CH:31][C:30]([C:33]([F:36])([F:35])[F:34])=[CH:29][CH:28]=3)=[O:25])=[CH:15][C:13]=2[N:14]=1.[S:37](=[O:41])(=[O:40])([OH:39])[OH:38], predict the reaction product. The product is: [S:37]([OH:41])([OH:40])(=[O:39])=[O:38].[Cl:1][C:2]1[CH:7]=[CH:6][CH:5]=[C:4]([F:8])[C:3]=1[NH:9][C:10]1[NH:11][C:12]2[C:18]3[CH2:19][C:20]([CH3:22])([CH3:23])[O:21][C:17]=3[C:16]([C:24]([NH:26][C:27]3[CH:28]=[CH:29][C:30]([C:33]([F:35])([F:36])[F:34])=[CH:31][CH:32]=3)=[O:25])=[CH:15][C:13]=2[N:14]=1. (2) Given the reactants [Cl:1][C:2]1[C:11]2[C:6](=[CH:7][CH:8]=[C:9]([OH:19])[C:10]=2[O:12][CH:13]2[CH2:18][CH2:17][O:16][CH2:15][CH2:14]2)[N:5]=[CH:4][N:3]=1.O[CH2:21][CH2:22][CH2:23][N:24]1[CH2:29][CH2:28][N:27]([CH3:30])[CH2:26][CH2:25]1, predict the reaction product. The product is: [Cl:1][C:2]1[C:11]2[C:6](=[CH:7][CH:8]=[C:9]([O:19][CH2:21][CH2:22][CH2:23][N:24]3[CH2:29][CH2:28][N:27]([CH3:30])[CH2:26][CH2:25]3)[C:10]=2[O:12][CH:13]2[CH2:14][CH2:15][O:16][CH2:17][CH2:18]2)[N:5]=[CH:4][N:3]=1. (3) Given the reactants [CH3:1][N:2]([CH3:39])[S:3]([N:6]1[CH:10]=[C:9]([C:11]2[CH:12]=[C:13]3[C:18](=[C:19]([O:21]COCC[Si](C)(C)C)[CH:20]=2)[N:17]=[CH:16][N:15](COCC[Si](C)(C)C)[C:14]3=[O:38])[N:8]=[CH:7]1)(=[O:5])=[O:4], predict the reaction product. The product is: [OH:21][C:19]1[CH:20]=[C:11]([C:9]2[N:8]=[CH:7][N:6]([S:3]([N:2]([CH3:39])[CH3:1])(=[O:4])=[O:5])[CH:10]=2)[CH:12]=[C:13]2[C:18]=1[N:17]=[CH:16][NH:15][C:14]2=[O:38]. (4) Given the reactants [CH3:1][O:2][C:3]1[CH:8]=[CH:7][N:6]=[C:5]([CH2:9][CH2:10][C:11]([O:13]C)=[O:12])[CH:4]=1.[OH-].[Na+], predict the reaction product. The product is: [CH3:1][O:2][C:3]1[CH:8]=[CH:7][N:6]=[C:5]([CH2:9][CH2:10][C:11]([OH:13])=[O:12])[CH:4]=1. (5) Given the reactants [C:1]1(/[C:7](/[CH:11]([CH3:13])[CH3:12])=[CH:8]/[CH2:9][OH:10])[CH:6]=[CH:5][CH:4]=[CH:3][CH:2]=1.[OH-].[K+], predict the reaction product. The product is: [C:1]1([C@@H:7]([CH:11]([CH3:13])[CH3:12])[CH2:8][CH2:9][OH:10])[CH:6]=[CH:5][CH:4]=[CH:3][CH:2]=1. (6) Given the reactants [C:1]([O:5][C:6]([NH:8][C:9]1([C:15]([OH:17])=O)[CH2:14][CH2:13][O:12][CH2:11][CH2:10]1)=[O:7])([CH3:4])([CH3:3])[CH3:2].[CH3:18][N:19](C(ON1N=NC2C=CC=NC1=2)=[N+](C)C)C.F[P-](F)(F)(F)(F)F.CCN(CC)CC.CN, predict the reaction product. The product is: [CH3:18][NH:19][C:15]([C:9]1([NH:8][C:6](=[O:7])[O:5][C:1]([CH3:4])([CH3:3])[CH3:2])[CH2:14][CH2:13][O:12][CH2:11][CH2:10]1)=[O:17]. (7) Given the reactants [CH2:1]([O:8][C:9]1[CH:14]=[CH:13][C:12]([N:15]2[CH2:20][CH2:19][N:18]([C:21](=[O:33])[CH2:22][NH:23][C:24](=[O:32])[C:25]3[CH:30]=[CH:29][CH:28]=[C:27]([OH:31])[CH:26]=3)[CH2:17][CH2:16]2)=[CH:11][CH:10]=1)[C:2]1[CH:7]=[CH:6][CH:5]=[CH:4][CH:3]=1.C(=O)([O-])[O-].[K+].[K+].[CH3:40][C:41]1[CH:46]=[CH:45][C:44]([S:47]([O:50][CH2:51][CH2:52][O:53][CH2:54][CH2:55][O:56][CH2:57][CH2:58]OS(C2C=CC(C)=CC=2)(=O)=O)(=[O:49])=[O:48])=[CH:43][CH:42]=1, predict the reaction product. The product is: [CH2:1]([O:8][C:9]1[CH:10]=[CH:11][C:12]([N:15]2[CH2:20][CH2:19][N:18]([C:21](=[O:33])[CH2:22][NH:23][C:24]([C:25]3[CH:26]=[C:27]([CH:28]=[CH:29][CH:30]=3)[O:31][CH2:58][CH2:57][O:56][CH2:55][CH2:54][O:53][CH2:52][CH2:51][O:50][S:47]([C:44]3[CH:43]=[CH:42][C:41]([CH3:40])=[CH:46][CH:45]=3)(=[O:49])=[O:48])=[O:32])[CH2:17][CH2:16]2)=[CH:13][CH:14]=1)[C:2]1[CH:7]=[CH:6][CH:5]=[CH:4][CH:3]=1. (8) Given the reactants [Cl:1][C:2]1[S:6][C:5]([S:7]([N:10]([C:19]2[C:27]3[C:22](=[CH:23][CH:24]=[CH:25][C:26]=3[O:28][CH3:29])[NH:21][N:20]=2)COCC[Si](C)(C)C)(=[O:9])=[O:8])=[CH:4][CH:3]=1.[CH3:30][O:31][C:32]1[CH:33]=[C:34]([CH:37]=[CH:38][CH:39]=1)[CH2:35]Br.C(=O)([O-])[O-].[K+].[K+], predict the reaction product. The product is: [Cl:1][C:2]1[S:6][C:5]([S:7]([NH:10][C:19]2[C:27]3[C:22](=[CH:23][CH:24]=[CH:25][C:26]=3[O:28][CH3:29])[N:21]([CH2:35][C:34]3[CH:37]=[CH:38][CH:39]=[C:32]([O:31][CH3:30])[CH:33]=3)[N:20]=2)(=[O:8])=[O:9])=[CH:4][CH:3]=1. (9) Given the reactants [CH3:1][O:2][C:3]1[CH:4]=[N:5][C:6]2[C:11]([CH:12]=1)=[C:10]([O:13][CH2:14][CH2:15][N:16]1[CH2:21][CH2:20][NH:19][CH2:18][CH2:17]1)[CH:9]=[CH:8][CH:7]=2.[O:22]1[C:27]2[CH:28]=[CH:29][C:30]([CH:32]=O)=[CH:31][C:26]=2[O:25][CH2:24][CH2:23]1, predict the reaction product. The product is: [O:22]1[C:27]2[CH:28]=[CH:29][C:30]([CH2:32][N:19]3[CH2:20][CH2:21][N:16]([CH2:15][CH2:14][O:13][C:10]4[CH:9]=[CH:8][CH:7]=[C:6]5[C:11]=4[CH:12]=[C:3]([O:2][CH3:1])[CH:4]=[N:5]5)[CH2:17][CH2:18]3)=[CH:31][C:26]=2[O:25][CH2:24][CH2:23]1. (10) Given the reactants [ClH:1].[NH:2]1[C:6]2=[N:7][CH:8]=[CH:9][C:10]([O:11][C:12]3[CH:17]=[CH:16][C:15]([NH:18]C4C(C(NC5C=CC(F)=CC=5F)=O)=CN=CC=4)=[CH:14][C:13]=3[F:36])=[C:5]2[CH:4]=[CH:3]1.F[C:38]1[N:53]=[CH:52][CH:51]=[CH:50][C:39]=1[C:40]([NH:42][C:43]1[CH:48]=[CH:47][CH:46]=[CH:45][C:44]=1[CH3:49])=[O:41].CN1C(=O)CCC1.Cl, predict the reaction product. The product is: [ClH:1].[ClH:1].[NH:2]1[C:6]2=[N:7][CH:8]=[CH:9][C:10]([O:11][C:12]3[CH:17]=[CH:16][C:15]([NH:18][C:38]4[N:53]=[CH:52][CH:51]=[CH:50][C:39]=4[C:40]([NH:42][C:43]4[CH:48]=[CH:47][CH:46]=[CH:45][C:44]=4[CH3:49])=[O:41])=[CH:14][C:13]=3[F:36])=[C:5]2[CH:4]=[CH:3]1.